This data is from Reaction yield outcomes from USPTO patents with 853,638 reactions. The task is: Predict the reaction yield, written as a fraction of the theoretical maximum amount of product (1.0 means a 100% yield; for example, 0.34 means a 34% yield). (1) The reactants are [O:1]1[C:5]([C:6]2[CH:14]=[CH:13][C:9]([C:10](O)=[O:11])=[CH:8][CH:7]=2)=[CH:4][N:3]=[CH:2]1.CC[N:17](CC)CC.ClC(OCC(C)C)=O.[NH4+].[OH-]. The catalyst is C1COCC1. The product is [O:1]1[C:5]([C:6]2[CH:14]=[CH:13][C:9]([C:10]([NH2:17])=[O:11])=[CH:8][CH:7]=2)=[CH:4][N:3]=[CH:2]1. The yield is 0.480. (2) The reactants are Cl.Cl.[C:3]12([C:9]3[CH:14]=[CH:13][C:12]([CH2:15][NH2:16])=[C:11]([F:17])[CH:10]=3)[CH2:8][CH:7]1[CH2:6][NH:5][CH2:4]2.F[C:19]1[CH:26]=[C:20]([C:21]23CC2CN([CH2:21][C:20]2C=CC=[CH:26][CH:19]=2)C3)[CH:19]=[CH:26][C:20]=1[C:21]#N.COC1CCC(OC)O1.OS(O)(=O)=O.C([O-])(O)=O.[Na+]. The catalyst is CO.O1CCCC1. The product is [F:17][C:11]1[CH:10]=[C:9]([C:3]23[CH2:8][CH:7]2[CH2:6][NH:5][CH2:4]3)[CH:14]=[CH:13][C:12]=1[CH2:15][N:16]1[CH:21]=[CH:20][CH:19]=[CH:26]1. The yield is 0.0500.